Dataset: Forward reaction prediction with 1.9M reactions from USPTO patents (1976-2016). Task: Predict the product of the given reaction. (1) The product is: [CH2:1]([C@@H:8]1[C@@H:16]([CH2:17][O:18][C:29]2[CH:34]=[CH:33][CH:32]=[CH:31][CH:30]=2)[C@H:15]([CH3:19])[O:14][C:13](=[O:20])[C@@H:12]([NH:21][C:22](=[O:28])[O:23][C:24]([CH3:27])([CH3:26])[CH3:25])[CH2:11][O:10][CH2:9]1)[C:2]1[CH:7]=[CH:6][CH:5]=[CH:4][CH:3]=1. Given the reactants [CH2:1]([C@@H:8]1[C@@H:16]([CH2:17][OH:18])[C@H:15]([CH3:19])[O:14][C:13](=[O:20])[C@@H:12]([NH:21][C:22](=[O:28])[O:23][C:24]([CH3:27])([CH3:26])[CH3:25])[CH2:11][O:10][CH2:9]1)[C:2]1[CH:7]=[CH:6][CH:5]=[CH:4][CH:3]=1.[C:29]1(O)[CH:34]=[CH:33][CH:32]=[CH:31][CH:30]=1.C1(P(C2C=CC=CC=2)C2C=CC=CC=2)C=CC=CC=1.N(/C(OC(C)C)=O)=N\C(OC(C)C)=O, predict the reaction product. (2) Given the reactants [F:1][C:2]1[CH:3]=[CH:4][C:5]([OH:30])=[C:6]([C:8]([CH3:29])([CH3:28])[CH2:9][C:10]([OH:27])([C:23]([F:26])([F:25])[F:24])[CH2:11][N:12]2[C:21]3[C:16](=[CH:17][CH:18]=[CH:19][CH:20]=3)[C:15](=[O:22])[CH:14]=[CH:13]2)[CH:7]=1.Cl[C:32]([F:38])([F:37])C(OC)=O.C(=O)([O-])[O-].[Cs+].[Cs+], predict the reaction product. The product is: [F:37][CH:32]([F:38])[O:30][C:5]1[CH:4]=[CH:3][C:2]([F:1])=[CH:7][C:6]=1[C:8]([CH3:28])([CH3:29])[CH2:9][C:10]([OH:27])([C:23]([F:25])([F:26])[F:24])[CH2:11][N:12]1[C:21]2[C:16](=[CH:17][CH:18]=[CH:19][CH:20]=2)[C:15](=[O:22])[CH:14]=[CH:13]1. (3) Given the reactants [Si:1]([O:8][C@H:9]([CH2:19][CH2:20][CH:21]=[O:22])[CH2:10][CH:11]([CH3:18])[C:12]([N:14]([O:16][CH3:17])[CH3:15])=[O:13])([C:4]([CH3:7])([CH3:6])[CH3:5])([CH3:3])[CH3:2].[BH4-].[Na+], predict the reaction product. The product is: [Si:1]([O:8][C@H:9]([CH2:19][CH2:20][CH2:21][OH:22])[CH2:10][CH:11]([CH3:18])[C:12]([N:14]([O:16][CH3:17])[CH3:15])=[O:13])([C:4]([CH3:7])([CH3:6])[CH3:5])([CH3:3])[CH3:2]. (4) Given the reactants C(OC([N:8]1[C@@H:12](/[CH:13]=[C:14](/[C:16]2[CH:21]=[CH:20][CH:19]=[CH:18][CH:17]=2)\[CH3:15])[CH2:11][O:10]C1(C)C)=O)(C)(C)C, predict the reaction product. The product is: [NH2:8][C@@H:12]([CH2:13][CH:14]([C:16]1[CH:17]=[CH:18][CH:19]=[CH:20][CH:21]=1)[CH3:15])[CH2:11][OH:10].